Dataset: Full USPTO retrosynthesis dataset with 1.9M reactions from patents (1976-2016). Task: Predict the reactants needed to synthesize the given product. (1) The reactants are: [C:1]([O:5][C:6]([N:8]1[CH2:13][CH2:12][CH:11]([OH:14])[CH2:10][CH2:9]1)=[O:7])([CH3:4])([CH3:3])[CH3:2].C(C=P(CCCC)(CCCC)CCCC)#N.[Cl:31][C:32]1[C:33](O)=[CH:34][C:35]([O:42][CH3:43])=[C:36]([CH:41]=1)[C:37]([O:39][CH3:40])=[O:38].[Cl-].[Na+]. Given the product [Cl:31][C:32]1[CH:41]=[C:36]([C:37]([O:39][CH3:40])=[O:38])[C:35]([O:42][CH3:43])=[CH:34][C:33]=1[O:14][CH:11]1[CH2:12][CH2:13][N:8]([C:6]([O:5][C:1]([CH3:4])([CH3:2])[CH3:3])=[O:7])[CH2:9][CH2:10]1, predict the reactants needed to synthesize it. (2) Given the product [Cl:1][C:2]1[CH:7]=[CH:6][C:5]([C:8]2([C:12]([N:14]3[CH2:19][CH2:18][CH2:17][CH:16]([CH2:20][N:37]4[CH2:38][CH2:39][N:34]([C:29]5[CH:30]=[CH:31][CH:32]=[CH:33][C:28]=5[O:27][CH3:26])[CH2:35][CH2:36]4)[CH2:15]3)=[O:13])[CH2:11][CH2:10][CH2:9]2)=[CH:4][CH:3]=1, predict the reactants needed to synthesize it. The reactants are: [Cl:1][C:2]1[CH:7]=[CH:6][C:5]([C:8]2([C:12]([N:14]3[CH2:19][CH2:18][CH2:17][CH:16]([CH2:20]OS(C)(=O)=O)[CH2:15]3)=[O:13])[CH2:11][CH2:10][CH2:9]2)=[CH:4][CH:3]=1.[CH3:26][O:27][C:28]1[CH:33]=[CH:32][CH:31]=[CH:30][C:29]=1[N:34]1[CH2:39][CH2:38][NH:37][CH2:36][CH2:35]1.C(N(CC)CC)C. (3) The reactants are: [O:1]([C:8]1[CH:13]=[CH:12][CH:11]=[CH:10][C:9]=1[NH:14][S:15]([C:18]1[CH:30]=[CH:29][C:21]([C:22]([NH:24][CH2:25][C:26]([OH:28])=O)=[O:23])=[CH:20][CH:19]=1)(=[O:17])=[O:16])[C:2]1[CH:7]=[CH:6][CH:5]=[CH:4][CH:3]=1.Cl.[NH2:32][CH2:33][CH2:34][CH2:35][OH:36]. Given the product [OH:36][CH2:35][CH2:34][CH2:33][NH:32][C:26]([CH2:25][NH:24][C:22](=[O:23])[C:21]1[CH:20]=[CH:19][C:18]([S:15](=[O:16])(=[O:17])[NH:14][C:9]2[CH:10]=[CH:11][CH:12]=[CH:13][C:8]=2[O:1][C:2]2[CH:3]=[CH:4][CH:5]=[CH:6][CH:7]=2)=[CH:30][CH:29]=1)=[O:28], predict the reactants needed to synthesize it. (4) Given the product [NH2:33][C:10]1[C:9]2[N:19]=[C:6]([CH2:5][OH:4])[N:7]([CH2:20][CH:21]3[CH2:26][CH2:25][O:24][CH2:23][CH2:22]3)[C:8]=2[C:17]2[CH:16]=[CH:15][C:14]([Br:18])=[CH:13][C:12]=2[N:11]=1, predict the reactants needed to synthesize it. The reactants are: C([O:4][CH2:5][C:6]1[N:7]([CH2:20][CH:21]2[CH2:26][CH2:25][O:24][CH2:23][CH2:22]2)[C:8]2[C:17]3[CH:16]=[CH:15][C:14]([Br:18])=[CH:13][C:12]=3[N:11]=[CH:10][C:9]=2[N:19]=1)(=O)C.C(=O)(O)[O-].[Na+].[OH-].[NH4+:33].C1(S(Cl)(=O)=O)C=CC=CC=1. (5) Given the product [F:30][C:29]([F:32])([F:31])[C:27]([OH:33])=[O:28].[CH3:17][C@H:13]([O:12][C:6]1[N:5]=[C:4]2[C:9]([N:10]=[C:2]([O:35][CH3:34])[NH:3]2)=[C:8]([NH2:11])[N:7]=1)[CH2:14][CH2:15][CH3:16], predict the reactants needed to synthesize it. The reactants are: Br[C:2]1[N:3](C2CCCCO2)[C:4]2[C:9]([N:10]=1)=[C:8]([NH2:11])[N:7]=[C:6]([O:12][C@@H:13]([CH3:17])[CH2:14][CH2:15][CH3:16])[N:5]=2.C[O-].[Na+].[C:27]([OH:33])([C:29]([F:32])([F:31])[F:30])=[O:28].[CH3:34][O:35]C1CCCC1. (6) Given the product [N:7]1([C:13]2[CH:20]=[CH:19][C:16]([C:17]#[N:18])=[CH:15][CH:14]=2)[CH:11]=[CH:10][CH:9]=[N:8]1, predict the reactants needed to synthesize it. The reactants are: C(=O)([O-])[O-].[K+].[K+].[NH:7]1[CH:11]=[CH:10][CH:9]=[N:8]1.F[C:13]1[CH:20]=[CH:19][C:16]([C:17]#[N:18])=[CH:15][CH:14]=1. (7) Given the product [NH:1]1[C:9]2[C:4](=[CH:5][CH:6]=[CH:7][CH:8]=2)[C:3]([CH:10]=[CH:11][C:12]([NH:15][C:16]2[CH:17]=[C:18]([CH:25]=[CH:26][C:27]=2[OH:28])[C:19]([O:21][CH:22]([CH3:24])[CH3:23])=[O:20])=[O:14])=[CH:2]1, predict the reactants needed to synthesize it. The reactants are: [NH:1]1[C:9]2[C:4](=[CH:5][CH:6]=[CH:7][CH:8]=2)[C:3](/[CH:10]=[CH:11]/[C:12]([OH:14])=O)=[CH:2]1.[NH2:15][C:16]1[CH:17]=[C:18]([CH:25]=[CH:26][C:27]=1[OH:28])[C:19]([O:21][CH:22]([CH3:24])[CH3:23])=[O:20].C(Cl)CCl.O.ON1C2C=CC=CC=2N=N1.